From a dataset of Peptide-MHC class I binding affinity with 185,985 pairs from IEDB/IMGT. Regression. Given a peptide amino acid sequence and an MHC pseudo amino acid sequence, predict their binding affinity value. This is MHC class I binding data. (1) The peptide sequence is CFMYSDFHF. The MHC is HLA-B39:01 with pseudo-sequence HLA-B39:01. The binding affinity (normalized) is 0.0847. (2) The peptide sequence is GMFTNRSGS. The MHC is HLA-A68:02 with pseudo-sequence HLA-A68:02. The binding affinity (normalized) is 0. (3) The peptide sequence is GLHAAAPHL. The MHC is HLA-A02:19 with pseudo-sequence HLA-A02:19. The binding affinity (normalized) is 0.0847. (4) The peptide sequence is CLIFLLVLL. The MHC is HLA-A68:01 with pseudo-sequence HLA-A68:01. The binding affinity (normalized) is 0.0333. (5) The peptide sequence is PCPKPHRLNH. The MHC is HLA-A11:01 with pseudo-sequence HLA-A11:01. The binding affinity (normalized) is 0.